Dataset: Forward reaction prediction with 1.9M reactions from USPTO patents (1976-2016). Task: Predict the product of the given reaction. (1) Given the reactants [Cl:1][C:2]1[N:10]=[C:9]2[C:5]([N:6]=[CH:7][N:8]2[CH2:11][CH2:12][C:13](OCC)=[O:14])=[C:4]([N:18]2[CH2:23][CH2:22][O:21][CH2:20][CH2:19]2)[N:3]=1.[CH2:24]([Mg]Br)[CH3:25], predict the reaction product. The product is: [Cl:1][C:2]1[N:10]=[C:9]2[C:5]([N:6]=[CH:7][N:8]2[CH2:11][CH2:12][C:13]2([OH:14])[CH2:25][CH2:24]2)=[C:4]([N:18]2[CH2:19][CH2:20][O:21][CH2:22][CH2:23]2)[N:3]=1. (2) Given the reactants [NH2:1][C:2]1[CH:9]=[CH:8][CH:7]=[C:6](Br)[C:3]=1[C:4]#[N:5].[CH3:11][C:12]([CH3:18])=[C:13](B(O)O)[CH3:14], predict the reaction product. The product is: [NH2:1][C:2]1[CH:9]=[CH:8][CH:7]=[C:6]([C:13](=[C:12]([CH3:18])[CH3:11])[CH3:14])[C:3]=1[C:4]#[N:5]. (3) Given the reactants [Cl:1][C:2]1[C:3]([CH3:10])=[C:4]([CH:7]=[CH:8][CH:9]=1)[CH2:5][NH2:6].[NH2:11][C:12](N)=[O:13], predict the reaction product. The product is: [Cl:1][C:2]1[C:3]([CH3:10])=[C:4]([CH:7]=[CH:8][CH:9]=1)[CH2:5][NH:6][C:12]([NH2:11])=[O:13]. (4) Given the reactants [ClH:1].NC(=O)[C@@H:4]([NH:11][C:12](=[O:32])[CH2:13][C:14]([NH:16][C:17]1[CH:22]=[CH:21][C:20]([O:23][C:24]2[CH:29]=[CH:28][N:27]=[C:26]([NH2:30])[CH:25]=2)=[C:19]([F:31])[CH:18]=1)=[O:15])[C:5]1[CH:10]=CC=C[CH:6]=1.[CH3:34]C(C)(C)CN, predict the reaction product. The product is: [ClH:1].[NH2:30][C:26]1[CH:25]=[C:24]([O:23][C:20]2[CH:21]=[CH:22][C:17]([NH:16][C:14](=[O:15])[CH2:13][C:12]([NH:11][CH2:4][C:5]([CH3:10])([CH3:34])[CH3:6])=[O:32])=[CH:18][C:19]=2[F:31])[CH:29]=[CH:28][N:27]=1. (5) Given the reactants [CH:1]1([NH:4][C:5](=[N:14][OH:15])[C:6]2[CH:11]=[CH:10][CH:9]=[C:8]([I:12])[C:7]=2F)[CH2:3][CH2:2]1.N12CCCN=C1CCCCC2, predict the reaction product. The product is: [CH:1]1([NH:4][C:5]2[C:6]3[CH:11]=[CH:10][CH:9]=[C:8]([I:12])[C:7]=3[O:15][N:14]=2)[CH2:3][CH2:2]1. (6) Given the reactants [Br:1][C:2]1[C:3]([S:31](=[O:50])(=[O:49])[N:32](CC2C=CC(OC)=CC=2OC)[C:33]2[S:37][N:36]=[CH:35][N:34]=2)=[CH:4][C:5]2[O:9][C:8](=[O:10])[N:7]([C@@H:11]([C:13]3[CH:14]=[CH:15][CH:16]=[C:17]4[C:22]=3[CH2:21][N:20](C(OC(C)(C)C)=O)[CH2:19][CH2:18]4)[CH3:12])[C:6]=2[CH:30]=1.C(Cl)Cl.C(O)(C(F)(F)F)=O, predict the reaction product. The product is: [Br:1][C:2]1[C:3]([S:31]([NH:32][C:33]2[S:37][N:36]=[CH:35][N:34]=2)(=[O:50])=[O:49])=[CH:4][C:5]2[O:9][C:8](=[O:10])[N:7]([C@@H:11]([C:13]3[CH:14]=[CH:15][CH:16]=[C:17]4[C:22]=3[CH2:21][NH:20][CH2:19][CH2:18]4)[CH3:12])[C:6]=2[CH:30]=1. (7) Given the reactants [C:1](=O)([O-])[O-].[K+].[K+].CI.[C:9]([O:13][C:14]([N:16]1[CH2:21][CH2:20][N:19]([C:22]2[N:30]=[CH:29][N:28]=[C:27]3[C:23]=2[N:24]=[CH:25][NH:26]3)[CH2:18][CH2:17]1)=[O:15])([CH3:12])([CH3:11])[CH3:10].C(OCC)(=O)C, predict the reaction product. The product is: [C:9]([O:13][C:14]([N:16]1[CH2:17][CH2:18][N:19]([C:22]2[N:30]=[CH:29][N:28]=[C:27]3[C:23]=2[N:24]=[CH:25][N:26]3[CH3:1])[CH2:20][CH2:21]1)=[O:15])([CH3:12])([CH3:10])[CH3:11].